From a dataset of Reaction yield outcomes from USPTO patents with 853,638 reactions. Predict the reaction yield, written as a fraction of the theoretical maximum amount of product (1.0 means a 100% yield; for example, 0.34 means a 34% yield). (1) The reactants are [Br:1][C:2]1[C:3](F)=[C:4]2[C:10]([NH:11][C:12]([C@@H:14]3[CH2:16][C@H:15]3[C:17]3[CH:22]=[CH:21][CH:20]=[CH:19][CH:18]=3)=[O:13])=[CH:9][NH:8][C:5]2=[N:6][CH:7]=1.[NH:24]1[CH2:29][CH2:28][CH2:27][C@@H:26]([NH:30][C:31](=[O:37])[O:32][C:33]([CH3:36])([CH3:35])[CH3:34])[CH2:25]1. The catalyst is C(O)(CC)C. The product is [Br:1][C:2]1[C:3]([N:24]2[CH2:29][CH2:28][CH2:27][C@@H:26]([NH:30][C:31](=[O:37])[O:32][C:33]([CH3:35])([CH3:34])[CH3:36])[CH2:25]2)=[C:4]2[C:10]([NH:11][C:12]([C@@H:14]3[CH2:16][C@H:15]3[C:17]3[CH:22]=[CH:21][CH:20]=[CH:19][CH:18]=3)=[O:13])=[CH:9][NH:8][C:5]2=[N:6][CH:7]=1. The yield is 0.485. (2) The catalyst is CC(N(C)C)=O.O.C1C=CC([P]([Pd]([P](C2C=CC=CC=2)(C2C=CC=CC=2)C2C=CC=CC=2)([P](C2C=CC=CC=2)(C2C=CC=CC=2)C2C=CC=CC=2)[P](C2C=CC=CC=2)(C2C=CC=CC=2)C2C=CC=CC=2)(C2C=CC=CC=2)C2C=CC=CC=2)=CC=1. The reactants are Br[C:2]1[CH:7]=[CH:6][C:5]([CH:8]([C:19]2[CH:24]=[CH:23][CH:22]=[CH:21][CH:20]=2)[CH2:9]/[C:10](/[C:13]2[CH:18]=[CH:17][N:16]=[CH:15][CH:14]=2)=[N:11]\[OH:12])=[CH:4][CH:3]=1.[N:25]1[CH:30]=[C:29](B(O)O)[CH:28]=[N:27][CH:26]=1.C1(P(C2C=CC=CC=2)C2C=CC=CC=2)C=CC=CC=1.[F-].[K+].[NH4+].[Cl-]. The yield is 0.450. The product is [C:19]1([CH:8]([C:5]2[CH:6]=[CH:7][C:2]([C:29]3[CH:30]=[N:25][CH:26]=[N:27][CH:28]=3)=[CH:3][CH:4]=2)[CH2:9]/[C:10](/[C:13]2[CH:18]=[CH:17][N:16]=[CH:15][CH:14]=2)=[N:11]\[OH:12])[CH:24]=[CH:23][CH:22]=[CH:21][CH:20]=1. (3) The reactants are [C:1]1([C:22]2[CH:27]=[CH:26][CH:25]=[CH:24][CH:23]=2)[CH:6]=[CH:5][CH:4]=[CH:3][C:2]=1[NH:7][C:8]([O:10][CH:11]1[CH2:16][CH2:15][N:14]([CH2:17][CH2:18][C:19]([OH:21])=O)[CH2:13][CH2:12]1)=[O:9].CN(C(ON1N=NC2C=CC=NC1=2)=[N+](C)C)C.F[P-](F)(F)(F)(F)F.[NH2:52][CH2:53][CH2:54][CH2:55][CH2:56][CH2:57][OH:58].CCN(C(C)C)C(C)C. The catalyst is C(Cl)Cl.CS(C)=O. The product is [O:58]=[CH:57][CH2:56][CH2:55][CH2:54][CH2:53][NH:52][C:19]([CH2:18][CH2:17][N:14]1[CH2:13][CH2:12][CH:11]([O:10][C:8](=[O:9])[NH:7][C:2]2[CH:3]=[CH:4][CH:5]=[CH:6][C:1]=2[C:22]2[CH:23]=[CH:24][CH:25]=[CH:26][CH:27]=2)[CH2:16][CH2:15]1)=[O:21]. The yield is 0.800. (4) The reactants are [CH:1]1[C:13]2[CH:12]([CH2:14][O:15][C:16]([NH:18][C@H:19]([C:34]([N:36]3[C@H:40]([C:41](=[O:53])[NH:42][C@H:43]4[C:52]5[C:47](=[CH:48][CH:49]=[CH:50][CH:51]=5)[CH2:46][CH2:45][CH2:44]4)[CH2:39][Si:38]([CH3:55])([CH3:54])[CH2:37]3)=[O:35])[CH2:20][C:21]3[CH:33]=[CH:32][C:24]([C:25]([O:27]C(C)(C)C)=[O:26])=[CH:23][CH:22]=3)=[O:17])[C:11]3[C:6](=[CH:7][CH:8]=[CH:9][CH:10]=3)[C:5]=2[CH:4]=[CH:3][CH:2]=1.C(O)(C(F)(F)F)=O. The catalyst is C(Cl)Cl. The product is [CH:10]1[C:11]2[CH:12]([CH2:14][O:15][C:16]([NH:18][C@H:19]([C:34]([N:36]3[C@H:40]([C:41](=[O:53])[NH:42][C@H:43]4[C:52]5[C:47](=[CH:48][CH:49]=[CH:50][CH:51]=5)[CH2:46][CH2:45][CH2:44]4)[CH2:39][Si:38]([CH3:54])([CH3:55])[CH2:37]3)=[O:35])[CH2:20][C:21]3[CH:33]=[CH:32][C:24]([C:25]([OH:27])=[O:26])=[CH:23][CH:22]=3)=[O:17])[C:13]3[C:5](=[CH:4][CH:3]=[CH:2][CH:1]=3)[C:6]=2[CH:7]=[CH:8][CH:9]=1. The yield is 0.820.